Dataset: Forward reaction prediction with 1.9M reactions from USPTO patents (1976-2016). Task: Predict the product of the given reaction. Given the reactants [NH2:1][C:2]1[CH:7]=[C:6]([C:8]2[CH:13]=[CH:12][N:11]=[C:10]([CH3:14])[CH:9]=2)[CH:5]=[CH:4][C:3]=1[OH:15].[NH2:16][C@@H:17]([CH2:41][C:42]1[CH:47]=[CH:46][CH:45]=[CH:44][CH:43]=1)[C:18](NC1C=C(C2C=CN=CC=2)C=CC=1OCC1C=CC=CC=1)=[O:19], predict the reaction product. The product is: [NH2:16][C@@H:17]([CH2:41][C:42]1[CH:47]=[CH:46][CH:45]=[CH:44][CH:43]=1)[C:18]([NH:1][C:2]1[CH:7]=[C:6]([C:8]2[CH:13]=[CH:12][N:11]=[C:10]([CH3:14])[CH:9]=2)[CH:5]=[CH:4][C:3]=1[OH:15])=[O:19].